This data is from NCI-60 drug combinations with 297,098 pairs across 59 cell lines. The task is: Regression. Given two drug SMILES strings and cell line genomic features, predict the synergy score measuring deviation from expected non-interaction effect. (1) Drug 1: C1=C(C(=O)NC(=O)N1)N(CCCl)CCCl. Drug 2: CCC1(CC2CC(C3=C(CCN(C2)C1)C4=CC=CC=C4N3)(C5=C(C=C6C(=C5)C78CCN9C7C(C=CC9)(C(C(C8N6C=O)(C(=O)OC)O)OC(=O)C)CC)OC)C(=O)OC)O.OS(=O)(=O)O. Cell line: OVCAR-4. Synergy scores: CSS=2.95, Synergy_ZIP=-2.26, Synergy_Bliss=-0.912, Synergy_Loewe=-13.7, Synergy_HSA=-0.604. (2) Drug 1: B(C(CC(C)C)NC(=O)C(CC1=CC=CC=C1)NC(=O)C2=NC=CN=C2)(O)O. Drug 2: CN1C=C(C=N1)C2=C3N=C(C(=C(N3N=C2)N)Br)C4CCCNC4. Cell line: NCI-H460. Synergy scores: CSS=69.4, Synergy_ZIP=1.40, Synergy_Bliss=1.76, Synergy_Loewe=1.60, Synergy_HSA=4.15. (3) Drug 1: CC(C1=C(C=CC(=C1Cl)F)Cl)OC2=C(N=CC(=C2)C3=CN(N=C3)C4CCNCC4)N. Drug 2: C1=NNC2=C1C(=O)NC=N2. Cell line: UO-31. Synergy scores: CSS=6.87, Synergy_ZIP=-2.80, Synergy_Bliss=-2.51, Synergy_Loewe=-1.08, Synergy_HSA=-0.731. (4) Drug 1: CC1CC(C(C(C=C(C(C(C=CC=C(C(=O)NC2=CC(=O)C(=C(C1)C2=O)OC)C)OC)OC(=O)N)C)C)O)OC. Cell line: UACC62. Synergy scores: CSS=45.3, Synergy_ZIP=-6.01, Synergy_Bliss=-10.8, Synergy_Loewe=-11.5, Synergy_HSA=-5.61. Drug 2: C1CCC(C(C1)[NH-])[NH-].C(=O)(C(=O)[O-])[O-].[Pt+4]. (5) Drug 2: CC1C(C(CC(O1)OC2CC(CC3=C2C(=C4C(=C3O)C(=O)C5=C(C4=O)C(=CC=C5)OC)O)(C(=O)CO)O)N)O.Cl. Drug 1: C1=NC2=C(N1)C(=S)N=C(N2)N. Cell line: BT-549. Synergy scores: CSS=62.2, Synergy_ZIP=-9.53, Synergy_Bliss=-5.82, Synergy_Loewe=-3.39, Synergy_HSA=-1.34. (6) Drug 1: C1=C(C(=O)NC(=O)N1)F. Drug 2: CC1=C(C(CCC1)(C)C)C=CC(=CC=CC(=CC(=O)O)C)C. Cell line: MDA-MB-231. Synergy scores: CSS=12.6, Synergy_ZIP=-6.91, Synergy_Bliss=0.613, Synergy_Loewe=-4.45, Synergy_HSA=-3.44. (7) Drug 1: CC1=CC2C(CCC3(C2CCC3(C(=O)C)OC(=O)C)C)C4(C1=CC(=O)CC4)C. Cell line: UO-31. Drug 2: C1=NC2=C(N1)C(=S)N=CN2. Synergy scores: CSS=29.1, Synergy_ZIP=-1.15, Synergy_Bliss=8.31, Synergy_Loewe=6.24, Synergy_HSA=6.31.